Predict the product of the given reaction. From a dataset of Forward reaction prediction with 1.9M reactions from USPTO patents (1976-2016). Given the reactants [C:1]([NH:8][C@H:9]([C:18]([NH2:20])=[O:19])[CH2:10][C:11]1[CH:16]=[CH:15][C:14]([OH:17])=[CH:13][CH:12]=1)([O:3][C:4]([CH3:7])([CH3:6])[CH3:5])=[O:2].[C:21](OC(=O)C)(=[O:23])[CH3:22], predict the reaction product. The product is: [C:4]([O:3][C:1]([NH:8][C@H:9]([C:18](=[O:19])[NH2:20])[CH2:10][C:11]1[CH:12]=[CH:13][C:14]([O:17][C:21](=[O:23])[CH3:22])=[CH:15][CH:16]=1)=[O:2])([CH3:5])([CH3:7])[CH3:6].